Dataset: Forward reaction prediction with 1.9M reactions from USPTO patents (1976-2016). Task: Predict the product of the given reaction. (1) Given the reactants [CH3:1][C:2]1[CH:7]=[CH:6][CH:5]=[C:4]([CH3:8])[C:3]=1[NH:9][C:10](=[O:13])[CH2:11]Cl.[NH:14]1[CH2:19][CH2:18][NH:17][CH2:16][CH2:15]1.C(N(CC)C(C)C)(C)C, predict the reaction product. The product is: [CH3:1][C:2]1[CH:7]=[CH:6][CH:5]=[C:4]([CH3:8])[C:3]=1[NH:9][C:10](=[O:13])[CH2:11][N:14]1[CH2:19][CH2:18][NH:17][CH2:16][CH2:15]1. (2) Given the reactants FC(F)(F)C(O)=O.[CH3:8][O:9][C:10]1[CH:29]=[CH:28][C:13]2[CH2:14][O:15][C:16](=[O:27])[N:17]([CH2:18][CH2:19][CH2:20][N:21]3[CH2:26][CH2:25][NH:24][CH2:23][CH2:22]3)[C:12]=2[CH:11]=1.C(N(CC)C(C)C)(C)C.[O:39]=[C:40]1[CH2:45][O:44][C:43]2[CH:46]=[CH:47][C:48]([CH:50]=O)=[N:49][C:42]=2[NH:41]1.C(O[BH-](OC(=O)C)OC(=O)C)(=O)C.[Na+], predict the reaction product. The product is: [CH3:8][O:9][C:10]1[CH:29]=[CH:28][C:13]2[CH2:14][O:15][C:16](=[O:27])[N:17]([CH2:18][CH2:19][CH2:20][N:21]3[CH2:26][CH2:25][N:24]([CH2:50][C:48]4[CH:47]=[CH:46][C:43]5[O:44][CH2:45][C:40](=[O:39])[NH:41][C:42]=5[N:49]=4)[CH2:23][CH2:22]3)[C:12]=2[CH:11]=1.